Dataset: Drug-target binding data from BindingDB using IC50 measurements. Task: Regression. Given a target protein amino acid sequence and a drug SMILES string, predict the binding affinity score between them. We predict pIC50 (pIC50 = -log10(IC50 in M); higher means more potent). Dataset: bindingdb_ic50. (1) The small molecule is O=C(O)Cc1cccc(-c2ccccc2O[C@H]2O[C@H](CO)[C@@H](O)[C@@H](O)[C@@H]2O)c1. The target protein (P18337) has sequence MVFPWRCEGTYWGSRNILKLWVWTLLCCDFLIHHGTHCWTYHYSEKPMNWENARKFCKQNYTDLVAIQNKREIEYLENTLPKSPYYYWIGIRKIGKMWTWVGTNKTLTKEAENWGAGEPNNKKSKEDCVEIYIKRERDSGKWNDDACHKRKAALCYTASCQPGSCNGRGECVETINNHTCICDAGYYGPQCQYVVQCEPLEAPELGTMDCIHPLGNFSFQSKCAFNCSEGRELLGTAETQCGASGNWSSPEPICQVVQCEPLEAPELGTMDCIHPLGNFSFQSKCAFNCSEGRELLGTAETQCGASGNWSSPEPICQETNRSFSKIKEGDYNPLFIPVAVMVTAFSGLAFLIWLARRLKKGKKSQERMDDPY. The pIC50 is 3.0. (2) The drug is COC(=O)c1ccc(C(C/C=C/c2ccccc2)(Cc2ccc(C(F)(F)P(=O)(O)O)cc2)n2nnc3ccccc32)cc1. The target protein sequence is MEMEKEFEQIDKSGSWAAIYQDIRHEASDFPCRVAKLPKNKNRNRYRDVSPFDHSRIKLHQEDNDYINASLIKMEEAQRSYILTQGPLPNTCGHFWEMVWEQKSRGVVMLNRVVEKGSLKCAQYWPQKEEKEMIFEDTNLKLTLISEDIKSYYTVRQLELENLTTQETREILHFHYTTWPDFGVPESPASFLNFLFKVRESGSLSPEHGPVVVHCSAGIGRSGTFCLADTCLLLMDKRKDPSSVDIKKVLLEMRKFRMGLIQTADQLRFSYLAVIEGAKFIMGDSSVQDQWKELSHED. The pIC50 is 7.3. (3) The compound is CCN(CC)CCNC(=O)c1ccc(N)cc1. The target protein (Q63089) has sequence MPTVDDVLEQVGEFGWFQKQAFLLLCLISASLAPIYVGIVFLGFTPGHYCQNPGVAELSQRCGWSQAEELNYTVPGLGPSDEASFLSQCMRYEVDWNQSTLDCVDPLSSLVANRSQLPLGPCEHGWVYDTPGSSIVTEFNLVCGDAWKVDLFQSCVNLGFFLGSLVVGYIADRFGRKLCLLVTTLVTSVSGVLTAVAPDYTSMLLFRLLQGMVSKGSWVSGYTLITEFVGSGYRRTTAILYQMAFTVGLVGLAGVAYAIPDWRWLQLAVSLPTFLFLLYYWFVPESPRWLLSQKRTTRAVRIMEQIAQKNGKVPPADLKMLCLEEDASEKRSPSFADLFRTPNLRKHTVILMYLWFSCAVLYQGLIMHVGATGANLYLDFFYSSLVEFPAAFIILVTIDRIGRIYPIAASNLVTGAACLLMIFIPHELHWLNVTLACLGRMGATIVLQMVCLVNAELYPTFIRNLGMMVCSALCDLGGIFTPFMVFRLMEVWQALPLILF.... The pIC50 is 5.2. (4) The small molecule is N#Cc1ccc2cc3c(=O)[nH]c(=O)nc-3n(-c3cccc(-n4cnnn4)c3)c2c1. The target protein sequence is MASGSSSDAAEPAGPAGRAASAPEAAQAEEDRVKRRRLQCLGFALVGGCDPTMVPSVLRENDWQTQKALSAYFELPENDQGWPRQPPTSFKSEAYVDLTNEDANDTTILEASPSGTPLEDSSTISFITWNIDGLDGCNLPERARGVCSCLALYSPDVVFLQEVIPPYCAYLKKRAASYTIITGNEEGYFTAILLKKGRVKFKSQEIIPFPNTKMMRNLLCVNVSLGGNEFCLMTSHLESTRGHAAERIRQLKTVLGKMQEAPDSTTVIFAGDTNLRDREVTRCGGLPDNVFDAWEFLGKPKHCQYTWDTKANNNLGITAACKHRFDRIFFRAEEGHLIPQSLDLVGLEKLDCGRFPSDHWGLLCTLNVVL. The pIC50 is 6.2. (5) The compound is Cc1ccc(C2C(C(=O)c3ccncc3)=C(O)C(=O)N2CCc2c[nH]c3ccccc23)cc1. The target protein (Q8VIJ4) has sequence MATIEEIAHQIIDQQMGEIVTEQQTGQKIQIVTALDHSTQGKQFILANHEGSTPGKVFLTTPDAAGVNQLFFASPDLSTPHLQLLTENSPDQGPNKVFDLCVVCGDKASGRHYGAITCEGCKGFFKRSIRKNLVYSCRGSKDCIINKHHRNRCQYCRLQRCIAFGMKQDSVQCERKPIEVSREKSSNCAASTEKIYIRKDLRSPLAATPTFVTDSETARSTGLLDSGMFVNIHPSGIKTEPALLMTPDKAESCQGDLGTLASVVTSLANLGKAKDLSHCGGDLPVVQSLRNGDTSFGAFHQDIQTNGDVSRAFDNLAKALTPGENPACQSPGESMEGSTHLIAGEPSCMEREGPLLSDSHVVFRLTMPSPMPEYLNVHYIGESASRLLFLSMHWALSIPSFQALGQENSISLVKAYWNELFTLGLAQCWQVMNVATILATFVNCLHNSLQQDKMSPERRKLLMEHIFKLQEFCNSMVKLCIDGHEYAYLKAIVLFSPDHP.... The pIC50 is 5.1. (6) The compound is CN(C)c1ccc(C(=O)N2CCN3C(=O)N(OC(=O)N4CCC(CCc5ccc(Cl)cc5)CC4)C(=O)C3C2)cc1. The target protein (Q9NVV5) has sequence MALVPCQVLRMAILLSYCSILCNYKAIEMPSHQTYGGSWKFLTFIDLVIQAVFFGICVLTDLSSLLTRGSGNQEQERQLKKLISLRDWMLAVLAFPVGVFVVAVFWIIYAYDREMIYPKLLDNFIPGWLNHGMHTTVLPFILIEMRTSHHQYPSRSSGLTAICTFSVGYILWVCWVHHVTGMWVYPFLEHIGPGARIIFFGSTTILMNFLYLLGEVLNNYIWDTQKKPPSWQDMKIKFMYLGPSS. The pIC50 is 6.3. (7) The drug is CCc1c2c(nc3ccc(O)cc13)-c1cc3c(c(=O)n1C2)COC(=O)[C@]3(O)CC. The target protein (P22309) has sequence MAVESQGGRPLVLGLLLCVLGPVVSHAGKILLIPVDGSHWLSMLGAIQQLQQRGHEIVVLAPDASLYIRDGAFYTLKTYPVPFQREDVKESFVSLGHNVFENDSFLQRVIKTYKKIKKDSAMLLSGCSHLLHNKELMASLAESSFDVMLTDPFLPCSPIVAQYLSLPTVFFLHALPCSLEFEATQCPNPFSYVPRPLSSHSDHMTFLQRVKNMLIAFSQNFLCDVVYSPYATLASEFLQREVTVQDLLSSASVWLFRSDFVKDYPRPIMPNMVFVGGINCLHQNPLSQEFEAYINASGEHGIVVFSLGSMVSEIPEKKAMAIADALGKIPQTVLWRYTGTRPSNLANNTILVKWLPQNDLLGHPMTRAFITHAGSHGVYESICNGVPMVMMPLFGDQMDNAKRMETKGAGVTLNVLEMTSEDLENALKAVINDKSYKENIMRLSSLHKDRPVEPLDLAVFWVEFVMRHKGAPHLRPAAHDLTWYQYHSLDVIGFLLAVVL.... The pIC50 is 3.4.